Dataset: Reaction yield outcomes from USPTO patents with 853,638 reactions. Task: Predict the reaction yield, written as a fraction of the theoretical maximum amount of product (1.0 means a 100% yield; for example, 0.34 means a 34% yield). (1) The reactants are C[O:2][C:3](=[O:37])[CH:4]([NH:8][S:9]([C:12]1[CH:17]=[CH:16][C:15]([C:18]2[CH:23]=[CH:22][C:21]([CH2:24][O:25][C:26]3[C:35]([CH3:36])=[CH:34][C:33]4[C:28](=[CH:29][CH:30]=[CH:31][CH:32]=4)[N:27]=3)=[CH:20][CH:19]=2)=[CH:14][CH:13]=1)(=[O:11])=[O:10])[CH:5]([CH3:7])[CH3:6].CO.[OH-].[Na+]. The catalyst is C1COCC1. The product is [CH3:6][CH:5]([CH3:7])[CH:4]([NH:8][S:9]([C:12]1[CH:17]=[CH:16][C:15]([C:18]2[CH:23]=[CH:22][C:21]([CH2:24][O:25][C:26]3[C:35]([CH3:36])=[CH:34][C:33]4[C:28](=[CH:29][CH:30]=[CH:31][CH:32]=4)[N:27]=3)=[CH:20][CH:19]=2)=[CH:14][CH:13]=1)(=[O:10])=[O:11])[C:3]([OH:37])=[O:2]. The yield is 0.763. (2) The reactants are [CH3:1][C:2]([C:5]1[S:6][C:7]([C:18]2[CH:23]=[CH:22][N:21]=[C:20]([CH3:24])[N:19]=2)=[C:8]([C:10]2[C:11]([F:17])=[C:12]([CH:14]=[CH:15][CH:16]=2)[NH2:13])[N:9]=1)([CH3:4])[CH3:3].[F:25][C:26]1[CH:27]=[C:28]([S:32](Cl)(=[O:34])=[O:33])[CH:29]=[CH:30][CH:31]=1.N1C=CC=CC=1. The catalyst is ClCCl. The product is [CH3:4][C:2]([C:5]1[S:6][C:7]([C:18]2[CH:23]=[CH:22][N:21]=[C:20]([CH3:24])[N:19]=2)=[C:8]([C:10]2[C:11]([F:17])=[C:12]([NH:13][S:32]([C:28]3[CH:29]=[CH:30][CH:31]=[C:26]([F:25])[CH:27]=3)(=[O:34])=[O:33])[CH:14]=[CH:15][CH:16]=2)[N:9]=1)([CH3:1])[CH3:3]. The yield is 0.810. (3) The reactants are [CH:1]([C:4]1[CH:9]=[CH:8][C:7]([CH:10]2[C:14]3[C:15]([CH3:31])=[C:16]([NH:22][C:23](=[O:30])OCC(Cl)(Cl)Cl)[C:17]([CH3:21])=[C:18]([O:19][CH3:20])[C:13]=3[O:12][CH2:11]2)=[CH:6][CH:5]=1)([CH3:3])[CH3:2].[NH2:32][CH2:33][CH2:34][OH:35]. The catalyst is CCCCCC.C(OCC)(=O)C. The product is [OH:35][CH2:34][CH2:33][NH:32][C:23]([NH:22][C:16]1[C:17]([CH3:21])=[C:18]([O:19][CH3:20])[C:13]2[O:12][CH2:11][CH:10]([C:7]3[CH:8]=[CH:9][C:4]([CH:1]([CH3:2])[CH3:3])=[CH:5][CH:6]=3)[C:14]=2[C:15]=1[CH3:31])=[O:30]. The yield is 0.590. (4) The reactants are O.NN.[C:4]1([CH2:10][CH2:11][CH2:12][CH2:13][CH2:14][N:15]2C(=O)C3C(=CC=CC=3)C2=O)[CH:9]=[CH:8][CH:7]=[CH:6][CH:5]=1. The catalyst is CCO. The product is [C:4]1([CH2:10][CH2:11][CH2:12][CH2:13][CH2:14][NH2:15])[CH:9]=[CH:8][CH:7]=[CH:6][CH:5]=1. The yield is 0.730. (5) The reactants are [CH:1]1([C:7]2[C:8]3[CH:9]=[CH:10][C:11]([C:33]([O:35]C)=[O:34])=[CH:12][C:13]=3[N:14]3[C:21]=2[C:20]2[CH:22]=[CH:23][CH:24]=[CH:25][C:19]=2[O:18][CH2:17][C:16]2([CH2:30]OC(C)(C)O[CH2:26]2)[CH2:15]3)[CH2:6][CH2:5][CH2:4][CH2:3][CH2:2]1.S(OS(C(F)(F)F)(=O)=O)(C(F)(F)F)(=O)=O.CCN(C(C)C)C(C)C.[CH2:61]([N:63]([CH2:67][CH3:68])[CH2:64][CH2:65][NH2:66])[CH3:62]. The catalyst is CO.C1COCC1.CC#N. The product is [CH:1]1([C:7]2[C:8]3[CH:9]=[CH:10][C:11]([C:33]([OH:35])=[O:34])=[CH:12][C:13]=3[N:14]3[C:21]=2[C:20]2[CH:22]=[CH:23][CH:24]=[CH:25][C:19]=2[O:18][CH2:17][C:16]2([CH2:30][N:66]([CH2:65][CH2:64][N:63]([CH2:67][CH3:68])[CH2:61][CH3:62])[CH2:26]2)[CH2:15]3)[CH2:6][CH2:5][CH2:4][CH2:3][CH2:2]1. The yield is 0.250. (6) The reactants are [F:1][C:2]1[CH:7]=[CH:6][C:5]([CH2:8][C:9]2[CH:18]=[C:17]3[C:12]([C:13]([OH:26])=[C:14]([C:21](OCC)=[O:22])[C:15](=[O:20])[N:16]3[CH3:19])=[N:11][CH:10]=2)=[CH:4][CH:3]=1.[N:27]1([CH2:32][CH2:33][CH2:34][NH2:35])[CH2:31][CH2:30][CH2:29][CH2:28]1. The catalyst is C(Cl)(Cl)Cl. The product is [F:1][C:2]1[CH:7]=[CH:6][C:5]([CH2:8][C:9]2[CH:18]=[C:17]3[C:12]([C:13]([OH:26])=[C:14]([C:21]([NH:35][CH2:34][CH2:33][CH2:32][N:27]4[CH2:31][CH2:30][CH2:29][CH2:28]4)=[O:22])[C:15](=[O:20])[N:16]3[CH3:19])=[N:11][CH:10]=2)=[CH:4][CH:3]=1. The yield is 0.600.